From a dataset of Full USPTO retrosynthesis dataset with 1.9M reactions from patents (1976-2016). Predict the reactants needed to synthesize the given product. (1) The reactants are: Br[C:2]1[CH:3]=[CH:4][C:5](/[CH:8]=[CH:9]/[CH:10]2[N:18]3[CH:13]([CH2:14][CH2:15][CH2:16][CH2:17]3)[CH:12]3[C:19](=[O:24])[N:20]([CH3:23])[C:21](=[O:22])[CH:11]23)=[N:6][CH:7]=1.[F:25][C:26]([F:37])([F:36])[C:27]1[CH:28]=[C:29](B(O)O)[CH:30]=[CH:31][CH:32]=1.C(=O)([O-])[O-].[K+].[K+].C1(C)C=CC=CC=1. Given the product [CH3:23][N:20]1[C:21](=[O:22])[CH:11]2[CH:10](/[CH:9]=[CH:8]/[C:5]3[CH:4]=[CH:3][C:2]([C:31]4[CH:30]=[CH:29][CH:28]=[C:27]([C:26]([F:37])([F:36])[F:25])[CH:32]=4)=[CH:7][N:6]=3)[N:18]3[CH:13]([CH:12]2[C:19]1=[O:24])[CH2:14][CH2:15][CH2:16][CH2:17]3, predict the reactants needed to synthesize it. (2) Given the product [CH2:35]([O:42][C:43]1[CH:48]=[CH:47][C:46]([S:49]([NH:8][C@@H:9]2[CH2:14][CH2:13][N:12]([C:15]([O:17][C:18]([CH3:19])([CH3:20])[CH3:21])=[O:16])[CH2:11][C@:10]2([CH3:26])[C:22]([O:24][CH3:25])=[O:23])(=[O:51])=[O:50])=[CH:45][CH:44]=1)[C:36]1[CH:37]=[CH:38][CH:39]=[CH:40][CH:41]=1, predict the reactants needed to synthesize it. The reactants are: C([N:8]([C@@H](C1C=CC=CC=1)C)[C@@H:9]1[CH2:14][CH2:13][N:12]([C:15]([O:17][C:18]([CH3:21])([CH3:20])[CH3:19])=[O:16])[CH2:11][C@:10]1([CH3:26])[C:22]([O:24][CH3:25])=[O:23])C1C=CC=CC=1.[CH2:35]([O:42][C:43]1[CH:48]=[CH:47][C:46]([S:49](Cl)(=[O:51])=[O:50])=[CH:45][CH:44]=1)[C:36]1[CH:41]=[CH:40][CH:39]=[CH:38][CH:37]=1.C(Cl)Cl.C(=O)(O)[O-].[Na+].